This data is from Full USPTO retrosynthesis dataset with 1.9M reactions from patents (1976-2016). The task is: Predict the reactants needed to synthesize the given product. (1) Given the product [C:51]([O:55][P:56]([O:63][CH2:64][C:65]([CH3:71])([CH3:70])[CH2:66][C:67]([O:29][C@H:10]([C@@H:11]([NH:19][C:20]([O:22][CH2:23][C:24]1[S:28][CH:27]=[N:26][CH:25]=1)=[O:21])[CH2:12][C:13]1[CH:18]=[CH:17][CH:16]=[CH:15][CH:14]=1)[CH2:9][C@@H:8]([NH:30][C:31](=[O:50])[C@H:32]([CH:47]([CH3:49])[CH3:48])[NH:33][C:34]([N:36]([CH2:38][C:39]1[N:40]=[C:41]([CH:44]([CH3:45])[CH3:46])[S:42][CH:43]=1)[CH3:37])=[O:35])[CH2:1][C:2]1[CH:3]=[CH:4][CH:5]=[CH:6][CH:7]=1)=[O:68])([O:58][C:59]([CH3:60])([CH3:61])[CH3:62])=[O:57])([CH3:54])([CH3:53])[CH3:52], predict the reactants needed to synthesize it. The reactants are: [CH2:1]([C@H:8]([NH:30][C:31](=[O:50])[C@H:32]([CH:47]([CH3:49])[CH3:48])[NH:33][C:34]([N:36]([CH2:38][C:39]1[N:40]=[C:41]([CH:44]([CH3:46])[CH3:45])[S:42][CH:43]=1)[CH3:37])=[O:35])[CH2:9][C@H:10]([OH:29])[C@@H:11]([NH:19][C:20]([O:22][CH2:23][C:24]1[S:28][CH:27]=[N:26][CH:25]=1)=[O:21])[CH2:12][C:13]1[CH:18]=[CH:17][CH:16]=[CH:15][CH:14]=1)[C:2]1[CH:7]=[CH:6][CH:5]=[CH:4][CH:3]=1.[C:51]([O:55][P:56]([O:63][CH2:64][C:65]([CH3:71])([CH3:70])[CH2:66][C:67](O)=[O:68])([O:58][C:59]([CH3:62])([CH3:61])[CH3:60])=[O:57])([CH3:54])([CH3:53])[CH3:52].CCN=C=NCCCN(C)C. (2) Given the product [CH2:1]([O:8][C:9]([N:11]1[C:19]2[C:14](=[CH:15][CH:16]=[CH:17][CH:18]=2)[CH2:13][C@H:12]1[C:20](=[O:21])[NH:55][C:56]1[S:57][CH:58]=[C:59]([C:61]2[CH:62]=[CH:63][C:64]([C:65](=[O:66])[NH:67][CH:68]3[CH2:69][CH2:70]3)=[CH:71][CH:72]=2)[N:60]=1)=[O:10])[C:2]1[CH:7]=[CH:6][CH:5]=[CH:4][CH:3]=1, predict the reactants needed to synthesize it. The reactants are: [CH2:1]([O:8][C:9]([N:11]1[C:19]2[C:14](=[CH:15][CH:16]=[CH:17][CH:18]=2)[CH2:13][C@H:12]1[C:20](O)=[O:21])=[O:10])[C:2]1[CH:7]=[CH:6][CH:5]=[CH:4][CH:3]=1.C(N(CC)CC)C.FC(F)(F)C(OC1C(F)=C(F)C(F)=C(F)C=1F)=O.FC(F)(F)C(O)=O.[NH2:55][C:56]1[S:57][CH:58]=[C:59]([C:61]2[CH:72]=[CH:71][C:64]([C:65]([NH:67][CH:68]3[CH2:70][CH2:69]3)=[O:66])=[CH:63][CH:62]=2)[N:60]=1. (3) Given the product [NH2:1][C:4]1[CH:9]=[CH:8][CH:7]=[CH:6][C:5]=1[S:10]([NH:13][CH2:14][CH2:15][CH3:16])(=[O:12])=[O:11], predict the reactants needed to synthesize it. The reactants are: [N+:1]([C:4]1[CH:9]=[CH:8][CH:7]=[CH:6][C:5]=1[S:10]([NH:13][CH2:14][CH2:15][CH3:16])(=[O:12])=[O:11])([O-])=O. (4) Given the product [CH2:43]([Sn:34]([CH2:35][CH2:36][CH2:37][CH3:38])([CH2:39][CH2:40][CH2:41][CH3:42])[C:2]1[N:3]=[CH:4][N:5]([C:7]2[CH:12]=[C:11]([C:13]3[CH:18]=[CH:17][C:16]([C:19]([F:22])([F:21])[F:20])=[CH:15][CH:14]=3)[CH:10]=[C:9]([C:23]([F:26])([F:25])[F:24])[N:8]=2)[CH:6]=1)[CH2:44][CH2:45][CH3:46], predict the reactants needed to synthesize it. The reactants are: I[C:2]1[N:3]=[CH:4][N:5]([C:7]2[CH:12]=[C:11]([C:13]3[CH:18]=[CH:17][C:16]([C:19]([F:22])([F:21])[F:20])=[CH:15][CH:14]=3)[CH:10]=[C:9]([C:23]([F:26])([F:25])[F:24])[N:8]=2)[CH:6]=1.C([Mg]Cl)(C)C.[Li+].[Cl-].[Sn:34](Cl)([CH2:43][CH2:44][CH2:45][CH3:46])([CH2:39][CH2:40][CH2:41][CH3:42])[CH2:35][CH2:36][CH2:37][CH3:38]. (5) Given the product [CH3:1][O:2][C:3]1[CH:20]=[C:19]([OH:21])[CH:18]=[C:17]2[C:4]=1[C@@:5]1([CH3:26])[C@H:14]([CH2:15][S:16]2)[C@:13]2([CH3:23])[C@H:8]([C:9]([CH3:25])([CH3:24])[CH2:10][CH2:11][CH2:12]2)[CH2:7][CH2:6]1, predict the reactants needed to synthesize it. The reactants are: [CH3:1][O:2][C:3]1[CH:20]=[C:19]([O:21]C)[CH:18]=[C:17]2[C:4]=1[C@@:5]1([CH3:26])[C@H:14]([CH2:15][S:16]2)[C@:13]2([CH3:23])[C@H:8]([C:9]([CH3:25])([CH3:24])[CH2:10][CH2:11][CH2:12]2)[CH2:7][CH2:6]1.B(Br)(Br)Br. (6) Given the product [O:31]1[C:27]2[CH:26]=[C:25]([CH:11]3[CH2:16][CH2:15][N:14]([C:17]([O:19][C:20]([CH3:23])([CH3:22])[CH3:21])=[O:18])[CH2:13][CH2:12]3)[CH:33]=[CH:32][C:28]=2[CH:29]=[CH:30]1.[O:43]1[C:39]2[CH:38]=[CH:37][CH:36]=[C:35]([CH:11]3[CH2:16][CH2:15][N:14]([C:17]([O:19][C:20]([CH3:23])([CH3:22])[CH3:21])=[O:18])[CH2:13][CH2:12]3)[C:40]=2[CH:41]=[CH:42]1, predict the reactants needed to synthesize it. The reactants are: C[Si](Cl)(C)C.BrCCBr.I[CH:11]1[CH2:16][CH2:15][N:14]([C:17]([O:19][C:20]([CH3:23])([CH3:22])[CH3:21])=[O:18])[CH2:13][CH2:12]1.Br[C:25]1[CH:33]=[CH:32][CH:28]2[CH:29]=[CH:30][O:31][CH:27]2[CH:26]=1.Br[C:35]1[CH:40]2[CH:41]=[CH:42][O:43][CH:39]2[CH:38]=[CH:37][CH:36]=1. (7) Given the product [NH2:39][C:2]1[C:7]2[C:8](=[O:31])[N:9]([C:14]3[CH:19]=[CH:18][C:17]([C@H:20]4[CH2:21][CH2:22][C@H:23]([CH2:26][C:27]([OH:29])=[O:28])[CH2:24][CH2:25]4)=[CH:16][CH:15]=3)[CH2:10][C@@H:11]([CH3:13])[O:12][C:6]=2[N:5]=[CH:4][N:3]=1, predict the reactants needed to synthesize it. The reactants are: Cl[C:2]1[C:7]2[C:8](=[O:31])[N:9]([C:14]3[CH:19]=[CH:18][C:17]([C@H:20]4[CH2:25][CH2:24][C@H:23]([CH2:26][C:27]([O:29]C)=[O:28])[CH2:22][CH2:21]4)=[CH:16][CH:15]=3)[CH2:10][C@@H:11]([CH3:13])[O:12][C:6]=2[N:5]=[CH:4][N:3]=1.[Li+].[OH-].Cl.C(O)(C)C.[NH3:39].